The task is: Predict the reaction yield, written as a fraction of the theoretical maximum amount of product (1.0 means a 100% yield; for example, 0.34 means a 34% yield).. This data is from Reaction yield outcomes from USPTO patents with 853,638 reactions. (1) The reactants are [NH2:1][C:2]1[CH:10]=[C:9]([O:11][CH3:12])[CH:8]=[CH:7][C:3]=1[C:4](O)=[O:5].C(O)(=O)C.[CH:17](N)=[NH:18]. The catalyst is COCCO. The product is [CH3:12][O:11][C:9]1[CH:10]=[C:2]2[C:3]([C:4]([OH:5])=[N:18][CH:17]=[N:1]2)=[CH:7][CH:8]=1. The yield is 0.900. (2) The reactants are [OH:1][C@@:2]1([C:9]#[C:10][C:11]2[CH:12]=[C:13]([C:17]3[CH:18]=[CH:19][C:20]([CH3:27])=[C:21]([CH:26]=3)[C:22]([O:24]C)=O)[CH:14]=[CH:15][CH:16]=2)[CH2:6][CH2:5][N:4]([CH3:7])[C:3]1=[O:8].[NH3:28]. No catalyst specified. The product is [OH:1][C@@:2]1([C:9]#[C:10][C:11]2[CH:12]=[C:13]([C:17]3[CH:18]=[CH:19][C:20]([CH3:27])=[C:21]([CH:26]=3)[C:22]([NH2:28])=[O:24])[CH:14]=[CH:15][CH:16]=2)[CH2:6][CH2:5][N:4]([CH3:7])[C:3]1=[O:8]. The yield is 0.720. (3) The reactants are [O:1]1[C:10]2[C:5](=[CH:6][CH:7]=[CH:8][CH:9]=2)[CH:4](O)[CH2:3][CH2:2]1.C(OC(=O)C)(=O)C.[H][H]. The catalyst is [Pd].C(O)(=O)C. The product is [O:1]1[C:10]2[C:5](=[CH:6][CH:7]=[CH:8][CH:9]=2)[CH2:4][CH2:3][CH2:2]1. The yield is 0.850. (4) The reactants are Br[C:2]1[N:7]=[C:6]([C:8]([O:10][CH3:11])=[O:9])[CH:5]=[CH:4][C:3]=1[F:12].[F:13][C:14]1[CH:15]=[C:16]([CH2:30][C:31]([CH3:34])([OH:33])[CH3:32])[CH:17]=[C:18]([F:29])[C:19]=1B1OC(C)(C)C(C)(C)O1. No catalyst specified. The product is [F:13][C:14]1[CH:15]=[C:16]([CH2:30][C:31]([OH:33])([CH3:34])[CH3:32])[CH:17]=[C:18]([F:29])[C:19]=1[C:2]1[N:7]=[C:6]([C:8]([O:10][CH3:11])=[O:9])[CH:5]=[CH:4][C:3]=1[F:12]. The yield is 1.00.